From a dataset of Full USPTO retrosynthesis dataset with 1.9M reactions from patents (1976-2016). Predict the reactants needed to synthesize the given product. The reactants are: Br[C:2]1[CH:7]=[CH:6][CH:5]=[CH:4][C:3]=1[C:8]1[N:9]([CH2:13][O:14][CH2:15][CH2:16][Si:17]([CH3:20])([CH3:19])[CH3:18])[CH:10]=[CH:11][N:12]=1.[F:21][C:22]1[CH:27]=[C:26]([F:28])[CH:25]=[CH:24][C:23]=1[CH2:29][CH2:30][C:31]1[CH:36]=[CH:35][C:34]([S:37](C2C=CC=CC=2)(=[O:39])=[O:38])=[CH:33][CH:32]=1. Given the product [F:21][C:22]1[CH:27]=[C:26]([F:28])[CH:25]=[CH:24][C:23]=1/[CH:29]=[CH:30]/[C:31]1[CH:36]=[CH:35][C:34]([S:37]([C:2]2[CH:7]=[CH:6][CH:5]=[CH:4][C:3]=2[C:8]2[N:9]([CH2:13][O:14][CH2:15][CH2:16][Si:17]([CH3:20])([CH3:19])[CH3:18])[CH:10]=[CH:11][N:12]=2)(=[O:39])=[O:38])=[CH:33][CH:32]=1, predict the reactants needed to synthesize it.